From a dataset of Forward reaction prediction with 1.9M reactions from USPTO patents (1976-2016). Predict the product of the given reaction. (1) The product is: [CH3:1][C:2]1[N:6]([C:7]2[CH:8]=[CH:9][CH:10]=[CH:11][CH:12]=2)[N:5]=[CH:4][C:3]=1[C:13]([N:33]1[C:30]2[CH:31]=[C:32]3[C:27]([CH:26]=[CH:25][N:24]=[C:23]3[N:20]3[CH2:19][CH2:18][N:17]([CH3:16])[CH2:22][CH2:21]3)=[CH:28][C:29]=2[CH2:35][CH2:34]1)=[O:15]. Given the reactants [CH3:1][C:2]1[N:6]([C:7]2[CH:12]=[CH:11][CH:10]=[CH:9][CH:8]=2)[N:5]=[CH:4][C:3]=1[C:13]([OH:15])=O.[CH3:16][N:17]1[CH2:22][CH2:21][N:20]([C:23]2[C:32]3[C:27](=[CH:28][C:29]4[CH2:35][CH2:34][NH:33][C:30]=4[CH:31]=3)[CH:26]=[CH:25][N:24]=2)[CH2:19][CH2:18]1, predict the reaction product. (2) Given the reactants Cl.[NH2:2][C:3]1[O:7][C:6]([C:8]([NH:10][C:11]23[C:29](=[O:30])[C:28]4[C:23](=[CH:24][CH:25]=[CH:26][C:27]=4[N+:31]([O-])=O)[C:12]2([OH:34])[O:13][C:14]2[CH:19]=[C:18]([CH:20]([CH3:22])[CH3:21])[CH:17]=[CH:16][C:15]=23)=[O:9])=[CH:5][CH:4]=1, predict the reaction product. The product is: [NH2:2][C:3]1[O:7][C:6]([C:8]([NH:10][C:11]23[C:29](=[O:30])[C:28]4[C:23](=[CH:24][CH:25]=[CH:26][C:27]=4[NH2:31])[C:12]2([OH:34])[O:13][C:14]2[CH:19]=[C:18]([CH:20]([CH3:22])[CH3:21])[CH:17]=[CH:16][C:15]=23)=[O:9])=[CH:5][CH:4]=1. (3) Given the reactants [NH:1]1[C:5]2=[CH:6][N:7]=[CH:8][CH:9]=[C:4]2[CH:3]=[CH:2]1.[Cl:10][C:11]1[CH:16]=[C:15]([C:17](=[O:21])[NH:18][CH2:19][CH3:20])[CH:14]=[C:13]([Cl:22])[C:12]=1[C:23](Cl)=[O:24], predict the reaction product. The product is: [Cl:10][C:11]1[CH:16]=[C:15]([CH:14]=[C:13]([Cl:22])[C:12]=1[C:23]([C:3]1[C:4]2[C:5](=[CH:6][N:7]=[CH:8][CH:9]=2)[NH:1][CH:2]=1)=[O:24])[C:17]([NH:18][CH2:19][CH3:20])=[O:21]. (4) Given the reactants [CH2:1]([C:3]1[NH:7][N:6]=[C:5]([NH2:8])[CH:4]=1)[CH3:2].Br[C:10]1[C:11](=[O:18])[N:12]([CH3:17])[CH:13]=[C:14]([Br:16])[CH:15]=1.C(=O)([O-])[O-].[Cs+].[Cs+].CC1(C)C2C(=C(P(C3C=CC=CC=3)C3C=CC=CC=3)C=CC=2)OC2C(P(C3C=CC=CC=3)C3C=CC=CC=3)=CC=CC1=2, predict the reaction product. The product is: [Br:16][C:14]1[CH:15]=[C:10]([NH:8][C:5]2[CH:4]=[C:3]([CH2:1][CH3:2])[NH:7][N:6]=2)[C:11](=[O:18])[N:12]([CH3:17])[CH:13]=1.